From a dataset of Forward reaction prediction with 1.9M reactions from USPTO patents (1976-2016). Predict the product of the given reaction. (1) Given the reactants [F:1][C:2]([F:16])([F:15])[C@:3]([C:6]1[CH:14]=[CH:13][C:9]([C:10]([OH:12])=O)=[CH:8][CH:7]=1)([OH:5])[CH3:4].N1C=CC=CC=1.O=S(Cl)Cl.[F:27][C:28]([F:38])([F:37])[CH2:29][NH:30][CH:31]1[CH2:36][CH2:35][CH2:34][CH2:33][CH2:32]1.Cl, predict the reaction product. The product is: [CH:31]1([N:30]([CH2:29][C:28]([F:27])([F:37])[F:38])[C:10](=[O:12])[C:9]2[CH:8]=[CH:7][C:6]([C@@:3]([OH:5])([CH3:4])[C:2]([F:1])([F:16])[F:15])=[CH:14][CH:13]=2)[CH2:32][CH2:33][CH2:34][CH2:35][CH2:36]1. (2) Given the reactants [Cl:1][C:2]1[CH:3]=[C:4]([C:15]([OH:17])=O)[C:5]2[C:10]([CH3:11])=[N:9][N:8]([CH:12]3[CH2:14][CH2:13]3)[C:6]=2[N:7]=1.[NH2:18][CH2:19][C:20]1[C:21](=[O:28])[NH:22][C:23]([CH3:27])=[CH:24][C:25]=1[CH3:26].ON1C2N=CC=CC=2N=N1.C(Cl)CCl.CN1CCOCC1, predict the reaction product. The product is: [Cl:1][C:2]1[CH:3]=[C:4]([C:15]([NH:18][CH2:19][C:20]2[C:21](=[O:28])[NH:22][C:23]([CH3:27])=[CH:24][C:25]=2[CH3:26])=[O:17])[C:5]2[C:10]([CH3:11])=[N:9][N:8]([CH:12]3[CH2:13][CH2:14]3)[C:6]=2[N:7]=1. (3) Given the reactants [C:1]([NH:4][C:5]1[CH:53]=[CH:52][N:8]([C@@H:9]2[O:51][C@H:27]([CH2:28][O:29][C:30]([C:45]3[CH:50]=[CH:49][CH:48]=[CH:47][CH:46]=3)([C:39]3[CH:44]=[CH:43][CH:42]=[CH:41][CH:40]=3)[C:31]3[CH:36]=[CH:35][C:34]([O:37][CH3:38])=[CH:33][CH:32]=3)[C@@H:25]([OH:26])[C@H:10]2[O:11][CH2:12][C:13](=[O:24])[NH:14][CH2:15][CH2:16][NH:17][C:18](=[O:23])[C:19]([F:22])([F:21])[F:20])[C:7](=[O:54])[N:6]=1)(=[O:3])[CH3:2].CCN(C(C)C)C(C)C.[CH:64]([N:67]([CH:75]([CH3:77])[CH3:76])[P:68](Cl)[O:69][CH2:70][CH2:71][C:72]#[N:73])([CH3:66])[CH3:65].C[OH:79], predict the reaction product. The product is: [C:1]([NH:4][C:5]1[CH:53]=[CH:52][N:8]([C@@H:9]2[O:51][C@H:27]([CH2:28][O:29][C:30]([C:45]3[CH:50]=[CH:49][CH:48]=[CH:47][CH:46]=3)([C:39]3[CH:44]=[CH:43][CH:42]=[CH:41][CH:40]=3)[C:31]3[CH:36]=[CH:35][C:34]([O:37][CH3:38])=[CH:33][CH:32]=3)[C@@H:25]([O:26][P:68]([N:67]([CH:75]([CH3:77])[CH3:76])[CH:64]([CH3:66])[CH3:65])([O:69][CH2:70][CH2:71][C:72]#[N:73])=[O:79])[C@H:10]2[O:11][CH2:12][C:13](=[O:24])[NH:14][CH2:15][CH2:16][NH:17][C:18](=[O:23])[C:19]([F:22])([F:21])[F:20])[C:7](=[O:54])[N:6]=1)(=[O:3])[CH3:2]. (4) Given the reactants [OH:1][C:2]1[C:9]([CH3:10])=[CH:8][C:5]([C:6]#[N:7])=[CH:4][C:3]=1[CH3:11].Br[CH2:13][C:14]([O:16][CH3:17])=[O:15].C(=O)([O-])[O-].[Cs+].[Cs+], predict the reaction product. The product is: [C:6]([C:5]1[CH:4]=[C:3]([CH3:11])[C:2]([O:1][CH2:13][C:14]([O:16][CH3:17])=[O:15])=[C:9]([CH3:10])[CH:8]=1)#[N:7]. (5) Given the reactants FC(F)(F)C(N[C@@H]1C2C(=CC=C(OC(C)C)C=2)[C@H](O)C1)=O.[CH2:22]([O:29][C:30]([NH:32]/[C:33](=[CH:38]\[C:39]1[CH:44]=[C:43]([Cl:45])[CH:42]=[C:41]([Cl:46])[CH:40]=1)/[C:34]([O:36][CH3:37])=[O:35])=[O:31])[C:23]1[CH:28]=[CH:27][CH:26]=[CH:25][CH:24]=1, predict the reaction product. The product is: [CH2:22]([O:29][C:30]([NH:32][C@@H:33]([CH2:38][C:39]1[CH:40]=[C:41]([Cl:46])[CH:42]=[C:43]([Cl:45])[CH:44]=1)[C:34]([O:36][CH3:37])=[O:35])=[O:31])[C:23]1[CH:28]=[CH:27][CH:26]=[CH:25][CH:24]=1. (6) The product is: [CH2:31]([N:23]1[CH2:24][CH2:25][CH2:26][CH2:27][CH:21]([NH:20][C:1]([C:14]2[CH:15]=[CH:16][CH:17]=[CH:18][CH:19]=2)([C:8]2[CH:9]=[CH:10][CH:11]=[CH:12][CH:13]=2)[C:2]2[CH:7]=[CH:6][CH:5]=[CH:4][CH:3]=2)[C:22]1=[O:28])[C:32]1[CH:37]=[CH:36][CH:35]=[CH:34][CH:33]=1. Given the reactants [C:1]([NH:20][CH:21]1[CH2:27][CH2:26][CH2:25][CH2:24][NH:23][C:22]1=[O:28])([C:14]1[CH:19]=[CH:18][CH:17]=[CH:16][CH:15]=1)([C:8]1[CH:13]=[CH:12][CH:11]=[CH:10][CH:9]=1)[C:2]1[CH:7]=[CH:6][CH:5]=[CH:4][CH:3]=1.[H-].[Na+].[CH2:31](Br)[C:32]1[CH:37]=[CH:36][CH:35]=[CH:34][CH:33]=1.C(O)(C)(C)C, predict the reaction product.